This data is from Catalyst prediction with 721,799 reactions and 888 catalyst types from USPTO. The task is: Predict which catalyst facilitates the given reaction. Product: [Br:12][CH2:13][C:14]([N:3]([CH2:1][CH3:2])[C:4]1[CH:9]=[CH:8][C:7]([CH2:10][CH3:11])=[CH:6][CH:5]=1)=[O:16]. The catalyst class is: 79. Reactant: [CH2:1]([NH:3][C:4]1[CH:9]=[CH:8][C:7]([CH2:10][CH3:11])=[CH:6][CH:5]=1)[CH3:2].[Br:12][CH2:13][C:14]([OH:16])=O.CCN=C=NCCCN(C)C.Cl.